Dataset: Full USPTO retrosynthesis dataset with 1.9M reactions from patents (1976-2016). Task: Predict the reactants needed to synthesize the given product. (1) The reactants are: C([Si](C)(C)[O:6][CH2:7][CH2:8][CH2:9][O:10][C:11]1[N:16]=[CH:15][C:14]([C:17]2[S:18][C:19]3[CH2:25][CH2:24][CH2:23][CH2:22][C:20]=3[N:21]=2)=[CH:13][CH:12]=1)(C)(C)C. Given the product [S:18]1[C:19]2[CH2:25][CH2:24][CH2:23][CH2:22][C:20]=2[N:21]=[C:17]1[C:14]1[CH:13]=[CH:12][C:11]([O:10][CH2:9][CH2:8][CH2:7][OH:6])=[N:16][CH:15]=1, predict the reactants needed to synthesize it. (2) Given the product [C:1]([C:3]1[CH:8]=[CH:7][CH:6]=[CH:5][C:4]=1[NH:9][C:10]1[N:29]=[C:13]2[CH:14]=[CH:15][C:16]([C:18]3[CH:19]=[C:20]([CH:26]=[CH:27][CH:28]=3)[C:21]([NH:38][CH2:36][CH3:37])=[O:22])=[CH:17][N:12]2[N:11]=1)#[N:2], predict the reactants needed to synthesize it. The reactants are: [C:1]([C:3]1[CH:8]=[CH:7][CH:6]=[CH:5][C:4]=1[NH:9][C:10]1[N:29]=[C:13]2[CH:14]=[CH:15][C:16]([C:18]3[CH:19]=[C:20]([CH:26]=[CH:27][CH:28]=3)[C:21](OCC)=[O:22])=[CH:17][N:12]2[N:11]=1)#[N:2].C(=O)([O-])[O-].[K+].[K+].[CH2:36]([NH2:38])[CH3:37].CN(C(ON1N=NC2C=CC=CC1=2)=[N+](C)C)C.[B-](F)(F)(F)F. (3) Given the product [N:30]1([C:26]2[CH:14]=[N:13][C:12]3[C:11](=[CH:10][C:9]([B:4]4[O:3][C:2]([CH3:18])([CH3:1])[C:6]([CH3:8])([CH3:7])[O:5]4)=[CH:17][CH:16]=3)[N:27]=2)[CH:34]=[CH:33][N:32]=[CH:31]1, predict the reactants needed to synthesize it. The reactants are: [CH3:1][C:2]1([CH3:18])[C:6]([CH3:8])([CH3:7])[O:5][B:4]([C:9]2[CH:17]=[CH:16][C:12]3[N:13]=[CH:14]S[C:11]=3[CH:10]=2)[O:3]1.BrC1C=C2C(N=C[C:26]([N:30]3[CH:34]=[CH:33][N:32]=[CH:31]3)=[N:27]2)=CC=1. (4) Given the product [CH:1]1([O:6][C:7](=[O:28])[C@@H:8]([NH:15][S:16]([C:19]2[CH:20]=[CH:21][C:22]([NH2:25])=[CH:23][CH:24]=2)(=[O:17])=[O:18])[C:9]2[CH:14]=[CH:13][CH:12]=[CH:11][CH:10]=2)[CH2:2][CH2:3][CH2:4][CH2:5]1, predict the reactants needed to synthesize it. The reactants are: [CH:1]1([O:6][C:7](=[O:28])[C@@H:8]([NH:15][S:16]([C:19]2[CH:24]=[CH:23][C:22]([N+:25]([O-])=O)=[CH:21][CH:20]=2)(=[O:18])=[O:17])[C:9]2[CH:14]=[CH:13][CH:12]=[CH:11][CH:10]=2)[CH2:5][CH2:4][CH2:3][CH2:2]1. (5) Given the product [O:12]([C:13]1[CH:18]=[C:17]([NH:19][CH3:20])[CH:16]=[CH:15][C:14]=1[CH2:30][C:31]1[CH:32]=[CH:33][C:34]([CH2:37][CH3:38])=[CH:35][CH:36]=1)[C@@H:11]1[O:39][C@H:40]([C@@H:61]([CH3:71])[OH:62])[C@@H:41]([OH:52])[C@H:42]([OH:43])[C@H:10]1[OH:9], predict the reactants needed to synthesize it. The reactants are: C([O:9][C@@H:10]1[C@@H:42]([O:43]C(=O)C2C=CC=CC=2)[C@H:41]([O:52]C(=O)C2C=CC=CC=2)[C@@H:40]([C@@H:61]([CH3:71])[O:62]C(=O)C2C=CC=CC=2)[O:39][C@H:11]1[O:12][C:13]1[CH:18]=[C:17]([NH:19][C:20](OCC2C=CC=CC=2)=O)[CH:16]=[CH:15][C:14]=1[CH2:30][C:31]1[CH:36]=[CH:35][C:34]([CH2:37][CH3:38])=[CH:33][CH:32]=1)(=O)C1C=CC=CC=1.CI.[H-].[Na+].C(=O)([O-])[O-].[K+].[K+].